From a dataset of Forward reaction prediction with 1.9M reactions from USPTO patents (1976-2016). Predict the product of the given reaction. (1) Given the reactants [NH:1]1[CH:5]=[C:4]([CH:6]=[C:7]2[CH2:16][CH2:15][C:14]3[C:9](=[CH:10][CH:11]=[CH:12][CH:13]=3)[C:8]2=[O:17])[N:3]=[CH:2]1.C(N(CC)CC)C.[C:25]1([C:31](Cl)([C:38]2[CH:43]=[CH:42][CH:41]=[CH:40][CH:39]=2)[C:32]2[CH:37]=[CH:36][CH:35]=[CH:34][CH:33]=2)[CH:30]=[CH:29][CH:28]=[CH:27][CH:26]=1, predict the reaction product. The product is: [C:31]([N:1]1[CH:5]=[C:4]([CH2:6][CH:7]2[CH2:16][CH2:15][C:14]3[C:9](=[CH:10][CH:11]=[CH:12][CH:13]=3)[C:8]2=[O:17])[N:3]=[CH:2]1)([C:25]1[CH:30]=[CH:29][CH:28]=[CH:27][CH:26]=1)([C:38]1[CH:39]=[CH:40][CH:41]=[CH:42][CH:43]=1)[C:32]1[CH:33]=[CH:34][CH:35]=[CH:36][CH:37]=1. (2) Given the reactants [Cl:1][C:2]1[CH:3]=[C:4]2[NH:22][C:21]([O:23][C@@H:24]3[CH2:28][O:27][C@@H:26]4[C:29](=O)[CH2:30][O:31][C@H:25]34)=[N:20][C:5]2=[N:6][C:7]=1[C:8]1[CH:13]=[CH:12][C:11]([C:14]2[CH:19]=[CH:18][CH:17]=[CH:16][CH:15]=2)=[CH:10][CH:9]=1.Cl.[NH2:34][OH:35], predict the reaction product. The product is: [Cl:1][C:2]1[CH:3]=[C:4]2[NH:22][C:21]([O:23][C@@H:24]3[CH2:28][O:27][C@@H:26]4[C:29](=[N:34][OH:35])[CH2:30][O:31][C@H:25]34)=[N:20][C:5]2=[N:6][C:7]=1[C:8]1[CH:13]=[CH:12][C:11]([C:14]2[CH:15]=[CH:16][CH:17]=[CH:18][CH:19]=2)=[CH:10][CH:9]=1. (3) Given the reactants [CH:1](=[O:4])[CH2:2][CH3:3].[CH:5](=[O:12])[C:6]1[CH:11]=[CH:10][CH:9]=[CH:8][CH:7]=1.N1CCC[C@H]1C(O)=O, predict the reaction product. The product is: [OH:12][C@H:5]([C:6]1[CH:11]=[CH:10][CH:9]=[CH:8][CH:7]=1)[C@H:2]([CH3:3])[CH:1]=[O:4].